This data is from Reaction yield outcomes from USPTO patents with 853,638 reactions. The task is: Predict the reaction yield, written as a fraction of the theoretical maximum amount of product (1.0 means a 100% yield; for example, 0.34 means a 34% yield). The reactants are [F:1][CH:2]([F:24])[O:3][C:4]1[CH:9]=[CH:8][CH:7]=[CH:6][C:5]=1[N:10]1[CH:15]=[CH:14][C:13](=[O:16])[C:12]([C:17](=O)[CH:18]=[CH:19][N:20](C)C)=[N:11]1.[C:25]1([NH:31]N)[CH:30]=[CH:29][CH:28]=[CH:27][CH:26]=1. The catalyst is CO. The product is [F:1][CH:2]([F:24])[O:3][C:4]1[CH:9]=[CH:8][CH:7]=[CH:6][C:5]=1[N:10]1[CH:15]=[CH:14][C:13](=[O:16])[C:12]([C:17]2[N:31]([C:25]3[CH:30]=[CH:29][CH:28]=[CH:27][CH:26]=3)[N:20]=[CH:19][CH:18]=2)=[N:11]1. The yield is 0.0400.